Predict the product of the given reaction. From a dataset of Forward reaction prediction with 1.9M reactions from USPTO patents (1976-2016). (1) Given the reactants [Cl:1][C:2]1[CH:3]=[C:4]2[NH:22][C:21]([O:23][C@@H:24]3[CH2:28][O:27][C@@H:26]4[C:29](=[O:32])[CH2:30][O:31][C@H:25]34)=[N:20][C:5]2=[N:6][C:7]=1[C:8]1[CH:13]=[CH:12][C:11]([C:14]2[CH:19]=[CH:18][CH:17]=[CH:16][CH:15]=2)=[CH:10][CH:9]=1.[CH:33]([Mg]Br)=[CH2:34].C([O-])(O)=O.[Na+], predict the reaction product. The product is: [Cl:1][C:2]1[CH:3]=[C:4]2[NH:22][C:21]([O:23][C@@H:24]3[CH2:28][O:27][C@@H:26]4[C@:29]([CH:33]=[CH2:34])([OH:32])[CH2:30][O:31][C@H:25]34)=[N:20][C:5]2=[N:6][C:7]=1[C:8]1[CH:13]=[CH:12][C:11]([C:14]2[CH:15]=[CH:16][CH:17]=[CH:18][CH:19]=2)=[CH:10][CH:9]=1. (2) Given the reactants [CH3:1][C:2]1([CH3:31])[C:10]2[C:5](=[CH:6][C:7]([N+:22]([O-])=O)=[C:8]([NH:11][C:12](=O)[C:13]3[CH:18]=[CH:17][C:16]([O:19][CH3:20])=[CH:15][CH:14]=3)[CH:9]=2)[N:4]([CH2:25][CH2:26][CH:27]([CH3:29])[CH3:28])[C:3]1=[O:30], predict the reaction product. The product is: [CH3:20][O:19][C:16]1[CH:17]=[CH:18][C:13]([C:12]2[NH:11][C:8]3=[CH:9][C:10]4[C:2]([CH3:1])([CH3:31])[C:3](=[O:30])[N:4]([CH2:25][CH2:26][CH:27]([CH3:28])[CH3:29])[C:5]=4[CH:6]=[C:7]3[N:22]=2)=[CH:14][CH:15]=1.